This data is from NCI-60 drug combinations with 297,098 pairs across 59 cell lines. The task is: Regression. Given two drug SMILES strings and cell line genomic features, predict the synergy score measuring deviation from expected non-interaction effect. (1) Drug 1: C1CCC(CC1)NC(=O)N(CCCl)N=O. Drug 2: CCC1=C2CN3C(=CC4=C(C3=O)COC(=O)C4(CC)O)C2=NC5=C1C=C(C=C5)O. Cell line: SN12C. Synergy scores: CSS=41.7, Synergy_ZIP=-4.19, Synergy_Bliss=-2.00, Synergy_Loewe=-34.4, Synergy_HSA=0.135. (2) Drug 1: CC1C(C(CC(O1)OC2CC(CC3=C2C(=C4C(=C3O)C(=O)C5=C(C4=O)C(=CC=C5)OC)O)(C(=O)CO)O)N)O.Cl. Drug 2: CCC1=CC2CC(C3=C(CN(C2)C1)C4=CC=CC=C4N3)(C5=C(C=C6C(=C5)C78CCN9C7C(C=CC9)(C(C(C8N6C)(C(=O)OC)O)OC(=O)C)CC)OC)C(=O)OC.C(C(C(=O)O)O)(C(=O)O)O. Cell line: SF-539. Synergy scores: CSS=43.6, Synergy_ZIP=-3.40, Synergy_Bliss=-5.85, Synergy_Loewe=-16.7, Synergy_HSA=-4.75. (3) Synergy scores: CSS=20.2, Synergy_ZIP=0.0681, Synergy_Bliss=3.07, Synergy_Loewe=-30.0, Synergy_HSA=-0.218. Drug 2: CN(C(=O)NC(C=O)C(C(C(CO)O)O)O)N=O. Cell line: OVCAR3. Drug 1: COC1=CC(=CC(=C1O)OC)C2C3C(COC3=O)C(C4=CC5=C(C=C24)OCO5)OC6C(C(C7C(O6)COC(O7)C8=CC=CS8)O)O. (4) Drug 1: C1=CC(=CC=C1CCCC(=O)O)N(CCCl)CCCl. Drug 2: CCN(CC)CCCC(C)NC1=C2C=C(C=CC2=NC3=C1C=CC(=C3)Cl)OC. Cell line: UACC-257. Synergy scores: CSS=-9.25, Synergy_ZIP=-4.26, Synergy_Bliss=-17.1, Synergy_Loewe=-17.5, Synergy_HSA=-16.9. (5) Cell line: T-47D. Synergy scores: CSS=39.5, Synergy_ZIP=-0.603, Synergy_Bliss=2.96, Synergy_Loewe=-11.6, Synergy_HSA=5.00. Drug 2: CN(CCCl)CCCl.Cl. Drug 1: CC=C1C(=O)NC(C(=O)OC2CC(=O)NC(C(=O)NC(CSSCCC=C2)C(=O)N1)C(C)C)C(C)C. (6) Drug 1: C1C(C(OC1N2C=NC3=C(N=C(N=C32)Cl)N)CO)O. Drug 2: CC1CCC2CC(C(=CC=CC=CC(CC(C(=O)C(C(C(=CC(C(=O)CC(OC(=O)C3CCCCN3C(=O)C(=O)C1(O2)O)C(C)CC4CCC(C(C4)OC)OCCO)C)C)O)OC)C)C)C)OC. Cell line: HCT-15. Synergy scores: CSS=34.5, Synergy_ZIP=0.0256, Synergy_Bliss=2.45, Synergy_Loewe=-11.5, Synergy_HSA=-2.31.